This data is from Forward reaction prediction with 1.9M reactions from USPTO patents (1976-2016). The task is: Predict the product of the given reaction. Given the reactants I[C:2]1[CH:7]=[CH:6][C:5]([O:8][CH2:9][CH2:10][CH2:11][N:12]2[CH2:17][CH2:16][CH2:15][CH2:14][CH2:13]2)=[CH:4][CH:3]=1.[CH3:18][C@H:19]1[NH:24][CH2:23][CH2:22][N:21]([C:25]([O:27][C:28]([CH3:31])([CH3:30])[CH3:29])=[O:26])[CH2:20]1, predict the reaction product. The product is: [CH3:18][C@H:19]1[N:24]([C:2]2[CH:7]=[CH:6][C:5]([O:8][CH2:9][CH2:10][CH2:11][N:12]3[CH2:17][CH2:16][CH2:15][CH2:14][CH2:13]3)=[CH:4][CH:3]=2)[CH2:23][CH2:22][N:21]([C:25]([O:27][C:28]([CH3:29])([CH3:31])[CH3:30])=[O:26])[CH2:20]1.